This data is from Peptide-MHC class I binding affinity with 185,985 pairs from IEDB/IMGT. The task is: Regression. Given a peptide amino acid sequence and an MHC pseudo amino acid sequence, predict their binding affinity value. This is MHC class I binding data. (1) The peptide sequence is EVAQRAYR. The MHC is HLA-B53:01 with pseudo-sequence HLA-B53:01. The binding affinity (normalized) is 0. (2) The peptide sequence is AEGVVAFLI. The MHC is HLA-B39:01 with pseudo-sequence HLA-B39:01. The binding affinity (normalized) is 0.0847. (3) The peptide sequence is KIPIYSHTER. The MHC is HLA-A68:01 with pseudo-sequence HLA-A68:01. The binding affinity (normalized) is 0.322. (4) The peptide sequence is MPIAAAIGT. The MHC is HLA-B57:01 with pseudo-sequence HLA-B57:01. The binding affinity (normalized) is 0.0847. (5) The peptide sequence is MKWMMAMKY. The MHC is HLA-A02:01 with pseudo-sequence HLA-A02:01. The binding affinity (normalized) is 0.0847. (6) The peptide sequence is FANPLSNPF. The MHC is HLA-A24:02 with pseudo-sequence HLA-A24:02. The binding affinity (normalized) is 0.267.